From a dataset of TCR-epitope binding with 47,182 pairs between 192 epitopes and 23,139 TCRs. Binary Classification. Given a T-cell receptor sequence (or CDR3 region) and an epitope sequence, predict whether binding occurs between them. (1) The epitope is RIFTIGTVTLK. The TCR CDR3 sequence is CSVGYIVRTSGSAYNEQFF. Result: 1 (the TCR binds to the epitope). (2) The epitope is MPASWVMRI. The TCR CDR3 sequence is CASSLTETQYF. Result: 1 (the TCR binds to the epitope). (3) The epitope is WICLLQFAY. The TCR CDR3 sequence is CAAGTGGYQYF. Result: 1 (the TCR binds to the epitope). (4) The epitope is IPSINVHHY. The TCR CDR3 sequence is CASSQDWGTSGNNEQFF. Result: 1 (the TCR binds to the epitope). (5) The TCR CDR3 sequence is CASSLTFPWTSGSSSTGELFF. The epitope is HLVDFQVTI. Result: 1 (the TCR binds to the epitope). (6) The epitope is IPSINVHHY. The TCR CDR3 sequence is CASTPQTAPNEKLFF. Result: 1 (the TCR binds to the epitope). (7) The epitope is KTWGQYWQV. The TCR CDR3 sequence is CASSPGNNEQFF. Result: 1 (the TCR binds to the epitope). (8) The epitope is YLQPRTFLL. The TCR CDR3 sequence is CASPEANTGELFF. Result: 1 (the TCR binds to the epitope). (9) The epitope is KLSYGIATV. The TCR CDR3 sequence is CASSHPRDTYTDTQYF. Result: 1 (the TCR binds to the epitope).